Task: Predict which catalyst facilitates the given reaction.. Dataset: Catalyst prediction with 721,799 reactions and 888 catalyst types from USPTO (1) Reactant: [NH2:1][C:2]1[N:6]([CH2:7][C:8]2[CH:13]=[CH:12][CH:11]=[CH:10][C:9]=2[Cl:14])[N:5]=[N:4][C:3]=1[C:15]([NH2:17])=[O:16].[O-:18][CH2:19]C.[Na+].C(=O)(OCC)OCC. Product: [Cl:14][C:9]1[CH:10]=[CH:11][CH:12]=[CH:13][C:8]=1[CH2:7][N:6]1[C:2]2[NH:1][C:19](=[O:18])[NH:17][C:15](=[O:16])[C:3]=2[N:4]=[N:5]1. The catalyst class is: 8. (2) Reactant: [N:1]1[C:11]2[C:6](=[CH:7][CH:8]=[CH:9][CH:10]=2)[C:4]([CH3:5])=[CH:3][CH:2]=1.C[Si]([N-][Si](C)(C)C)(C)C.[K+].C1(C)C=CC=CC=1.[N:29]1[CH:34]=[CH:33][CH:32]=[CH:31][C:30]=1[C:35](OCC)=[O:36]. Product: [N:29]1[CH:34]=[CH:33][CH:32]=[CH:31][C:30]=1[C:35](=[O:36])[CH2:5][C:4]1[C:6]2[C:11](=[CH:10][CH:9]=[CH:8][CH:7]=2)[N:1]=[CH:2][CH:3]=1. The catalyst class is: 1.